Dataset: Catalyst prediction with 721,799 reactions and 888 catalyst types from USPTO. Task: Predict which catalyst facilitates the given reaction. (1) Reactant: C[O:2][C:3](=[O:36])[CH2:4][C:5]1[CH:10]=[CH:9][CH:8]=[C:7]([C:11]2[C:15]([C:16](=[O:29])[NH:17][CH2:18][CH2:19][O:20][C:21]3[CH:26]=[CH:25][C:24]([Cl:27])=[CH:23][C:22]=3[Cl:28])=[C:14]([C:30]3[CH:35]=[CH:34][CH:33]=[CH:32][CH:31]=3)[O:13][N:12]=2)[CH:6]=1.[Li+].[OH-]. Product: [Cl:28][C:22]1[CH:23]=[C:24]([Cl:27])[CH:25]=[CH:26][C:21]=1[O:20][CH2:19][CH2:18][NH:17][C:16]([C:15]1[C:11]([C:7]2[CH:8]=[CH:9][CH:10]=[C:5]([CH2:4][C:3]([OH:36])=[O:2])[CH:6]=2)=[N:12][O:13][C:14]=1[C:30]1[CH:35]=[CH:34][CH:33]=[CH:32][CH:31]=1)=[O:29]. The catalyst class is: 149. (2) Reactant: [Cl:1][C:2]1[CH:7]=[CH:6][CH:5]=[C:4]([F:8])[C:3]=1[NH:9][C:10]1[NH:11][C:12]2[C:18]3[CH2:19][C:20]([CH3:23])([CH3:22])[O:21][C:17]=3[C:16]([C:24]([OH:26])=O)=[CH:15][C:13]=2[N:14]=1.S(Cl)(Cl)=O.[F:31][C:32]1[CH:38]=[C:37]([CH3:39])[CH:36]=[CH:35][C:33]=1[NH2:34].CCN(C(C)C)C(C)C. Product: [Cl:1][C:2]1[CH:7]=[CH:6][CH:5]=[C:4]([F:8])[C:3]=1[NH:9][C:10]1[NH:11][C:12]2[C:18]3[CH2:19][C:20]([CH3:22])([CH3:23])[O:21][C:17]=3[C:16]([C:24]([NH:34][C:33]3[CH:35]=[CH:36][C:37]([CH3:39])=[CH:38][C:32]=3[F:31])=[O:26])=[CH:15][C:13]=2[N:14]=1. The catalyst class is: 1.